From a dataset of hERG Central: cardiac toxicity at 1µM, 10µM, and general inhibition. Predict hERG channel inhibition at various concentrations. (1) The molecule is O=C(c1ccco1)N1CCN(C(=S)NC2CC3CCC2C3)CC1. Results: hERG_inhib (hERG inhibition (general)): blocker. (2) The compound is O=C(NC1CC2CCCC(C1)N2Cc1ccccc1)c1cccc(F)c1. Results: hERG_inhib (hERG inhibition (general)): blocker. (3) The compound is Br.COc1ccc(C2=CSC3=NCCN23)cc1Br. Results: hERG_inhib (hERG inhibition (general)): blocker. (4) The compound is CSCCNC(=O)c1ccc(OC2CCN(CCc3ccccc3)CC2)cc1. Results: hERG_inhib (hERG inhibition (general)): blocker. (5) The molecule is CC(C)N1CCN(Cc2ccc3c(c2)Cc2ccccc2-3)CC1CCO. Results: hERG_inhib (hERG inhibition (general)): blocker. (6) The molecule is O=C(CSc1ccc2nnc(-c3cccc(F)c3)n2n1)NCc1ccco1. Results: hERG_inhib (hERG inhibition (general)): blocker.